From a dataset of Reaction yield outcomes from USPTO patents with 853,638 reactions. Predict the reaction yield, written as a fraction of the theoretical maximum amount of product (1.0 means a 100% yield; for example, 0.34 means a 34% yield). (1) The reactants are [C:1]([O:5][C:6]([NH:8][C:9]1[C:10]([NH2:15])=[N:11][CH:12]=[CH:13][CH:14]=1)=[O:7])([CH3:4])([CH3:3])[CH3:2].C[Si](C)(C)[N-][Si](C)(C)C.[K+].[C:26](Cl)(=[O:35])[C:27]1[CH:32]=[CH:31][C:30]([O:33][CH3:34])=[CH:29][CH:28]=1.[Cl-].[NH4+]. The catalyst is O1CCCC1.C(OCC)(=O)C. The product is [C:1]([O:5][C:6]([NH:8][C:9]1[C:10]([NH:15][C:26](=[O:35])[C:27]2[CH:32]=[CH:31][C:30]([O:33][CH3:34])=[CH:29][CH:28]=2)=[N:11][CH:12]=[CH:13][CH:14]=1)=[O:7])([CH3:4])([CH3:2])[CH3:3]. The yield is 0.340. (2) The reactants are [CH2:1]([N:4]1[C:13](=[O:14])[C:12]2[C:11]([CH3:16])([CH3:15])[CH2:10][C:9]3[CH:17]=[N:18][CH:19]=[CH:20][C:8]=3[C:7]=2[NH:6][C:5]1=[S:21])[CH:2]=[CH2:3].C(=O)([O-])[O-].[Cs+].[Cs+].CC1C=CC(S(O[CH2:39][CH2:40][O:41][CH3:42])(=O)=O)=CC=1. The catalyst is CN(C=O)C. The product is [CH2:1]([N:4]1[C:13](=[O:14])[C:12]2[C:11]([CH3:16])([CH3:15])[CH2:10][C:9]3[CH:17]=[N:18][CH:19]=[CH:20][C:8]=3[C:7]=2[N:6]=[C:5]1[S:21][CH2:39][CH2:40][O:41][CH3:42])[CH:2]=[CH2:3]. The yield is 0.0850.